Dataset: NCI-60 drug combinations with 297,098 pairs across 59 cell lines. Task: Regression. Given two drug SMILES strings and cell line genomic features, predict the synergy score measuring deviation from expected non-interaction effect. (1) Drug 2: CCC1=C2CN3C(=CC4=C(C3=O)COC(=O)C4(CC)O)C2=NC5=C1C=C(C=C5)O. Drug 1: C1=CC(=CC=C1CC(C(=O)O)N)N(CCCl)CCCl.Cl. Synergy scores: CSS=20.1, Synergy_ZIP=-11.8, Synergy_Bliss=-8.86, Synergy_Loewe=-11.4, Synergy_HSA=-6.08. Cell line: MDA-MB-231. (2) Synergy scores: CSS=14.9, Synergy_ZIP=-13.8, Synergy_Bliss=-26.5, Synergy_Loewe=-24.4, Synergy_HSA=-21.9. Cell line: HOP-92. Drug 1: C1=C(C(=O)NC(=O)N1)N(CCCl)CCCl. Drug 2: C1=NC2=C(N1)C(=S)N=CN2. (3) Drug 1: CC1=C(C(=CC=C1)Cl)NC(=O)C2=CN=C(S2)NC3=CC(=NC(=N3)C)N4CCN(CC4)CCO. Drug 2: C1CCC(C(C1)N)N.C(=O)(C(=O)[O-])[O-].[Pt+4]. Cell line: RPMI-8226. Synergy scores: CSS=37.6, Synergy_ZIP=1.45, Synergy_Bliss=6.95, Synergy_Loewe=4.42, Synergy_HSA=6.04. (4) Drug 1: C1CCN(CC1)CCOC2=CC=C(C=C2)C(=O)C3=C(SC4=C3C=CC(=C4)O)C5=CC=C(C=C5)O. Drug 2: CC1=C(C=C(C=C1)NC2=NC=CC(=N2)N(C)C3=CC4=NN(C(=C4C=C3)C)C)S(=O)(=O)N.Cl. Cell line: HOP-92. Synergy scores: CSS=7.11, Synergy_ZIP=0.536, Synergy_Bliss=3.37, Synergy_Loewe=2.31, Synergy_HSA=2.40. (5) Drug 1: C1CCC(C1)C(CC#N)N2C=C(C=N2)C3=C4C=CNC4=NC=N3. Drug 2: CC1CCC2CC(C(=CC=CC=CC(CC(C(=O)C(C(C(=CC(C(=O)CC(OC(=O)C3CCCCN3C(=O)C(=O)C1(O2)O)C(C)CC4CCC(C(C4)OC)OCCO)C)C)O)OC)C)C)C)OC. Cell line: SNB-19. Synergy scores: CSS=15.7, Synergy_ZIP=-0.225, Synergy_Bliss=-3.23, Synergy_Loewe=-17.2, Synergy_HSA=-5.40. (6) Drug 1: CCCCC(=O)OCC(=O)C1(CC(C2=C(C1)C(=C3C(=C2O)C(=O)C4=C(C3=O)C=CC=C4OC)O)OC5CC(C(C(O5)C)O)NC(=O)C(F)(F)F)O. Drug 2: C1C(C(OC1N2C=NC3=C2NC=NCC3O)CO)O. Cell line: HOP-92. Synergy scores: CSS=52.7, Synergy_ZIP=3.29, Synergy_Bliss=1.95, Synergy_Loewe=-3.40, Synergy_HSA=0.888.